From a dataset of Reaction yield outcomes from USPTO patents with 853,638 reactions. Predict the reaction yield, written as a fraction of the theoretical maximum amount of product (1.0 means a 100% yield; for example, 0.34 means a 34% yield). (1) The reactants are [OH:1][C:2]1[C:11]2[C:6](=[CH:7][CH:8]=[CH:9][CH:10]=2)[C:5]([NH:12][C:13](=[O:19])[O:14][C:15]([CH3:18])([CH3:17])[CH3:16])=[CH:4][CH:3]=1.C1CCN2C(=NCCC2)CC1.[Cl:31][C:32]1[C:37]([N+:38]([O-:40])=[O:39])=[C:36](Cl)[N:35]=[CH:34][N:33]=1. The catalyst is CC#N. The product is [Cl:31][C:32]1[N:33]=[CH:34][N:35]=[C:36]([O:1][C:2]2[C:11]3[C:6](=[CH:7][CH:8]=[CH:9][CH:10]=3)[C:5]([NH:12][C:13](=[O:19])[O:14][C:15]([CH3:16])([CH3:18])[CH3:17])=[CH:4][CH:3]=2)[C:37]=1[N+:38]([O-:40])=[O:39]. The yield is 0.340. (2) The reactants are FC(F)(F)S(O[CH2:7][C:8]([F:20])([F:19])[C:9]1[CH:10]=[N:11][C:12]([C:15]([F:18])([F:17])[F:16])=[CH:13][CH:14]=1)(=O)=O.[NH:23]1[CH2:28][CH2:27][CH:26]([NH:29][C:30](=[O:36])[O:31][C:32]([CH3:35])([CH3:34])[CH3:33])[CH2:25][CH2:24]1.CCN(C(C)C)C(C)C. The catalyst is C(Cl)Cl. The product is [F:20][C:8]([F:19])([C:9]1[CH:10]=[N:11][C:12]([C:15]([F:16])([F:17])[F:18])=[CH:13][CH:14]=1)[CH2:7][N:23]1[CH2:24][CH2:25][CH:26]([NH:29][C:30](=[O:36])[O:31][C:32]([CH3:34])([CH3:33])[CH3:35])[CH2:27][CH2:28]1. The yield is 0.830. (3) The reactants are [Cl:1][C:2]1[CH:9]=[C:8]([OH:10])[CH:7]=[CH:6][C:3]=1[CH:4]=[O:5].C([O-])([O-])=O.[K+].[K+].F[C:18]1[CH:25]=[CH:24][C:21]([C:22]#[N:23])=[CH:20][CH:19]=1. The catalyst is CN(C=O)C. The product is [Cl:1][C:2]1[CH:9]=[C:8]([CH:7]=[CH:6][C:3]=1[CH:4]=[O:5])[O:10][C:18]1[CH:25]=[CH:24][C:21]([C:22]#[N:23])=[CH:20][CH:19]=1. The yield is 0.140. (4) The reactants are Br[CH2:2][C:3]1[CH:8]=[CH:7][CH:6]=[C:5]([N+:9]([O-:11])=[O:10])[C:4]=1[F:12].[CH3:13][C:14]1[C:15]2[CH:22]=[CH:21][C:20]([O:23][C:24]3[N:29]=[CH:28][CH:27]=[CH:26][N:25]=3)=[CH:19][C:16]=2[S:17][CH:18]=1. The catalyst is ClCCl.[Cl-].[Zn+2].[Cl-]. The product is [F:12][C:4]1[C:5]([N+:9]([O-:11])=[O:10])=[CH:6][CH:7]=[CH:8][C:3]=1[CH2:2][C:18]1[S:17][C:16]2[CH:19]=[C:20]([O:23][C:24]3[N:29]=[CH:28][CH:27]=[CH:26][N:25]=3)[CH:21]=[CH:22][C:15]=2[C:14]=1[CH3:13]. The yield is 0.360. (5) The reactants are C([O:4][C:5]1[CH:10]=[CH:9][CH:8]=[C:7]([C:11]2[N:12]=[C:13]3[N:18]=[C:17]([NH:19][C:20]([C:22]4[N:26]([CH3:27])[N:25]=[CH:24][C:23]=4[C:28]([N:30]4[CH2:33][CH2:32][CH2:31]4)=[O:29])=[O:21])[CH:16]=[CH:15][N:14]3[CH:34]=2)[CH:6]=1)(=O)C.CO.C(Cl)Cl.C([O-])(O)=O.[Na+]. The catalyst is O. The product is [OH:4][C:5]1[CH:6]=[C:7]([C:11]2[N:12]=[C:13]3[N:18]=[C:17]([NH:19][C:20]([C:22]4[N:26]([CH3:27])[N:25]=[CH:24][C:23]=4[C:28]([N:30]4[CH2:33][CH2:32][CH2:31]4)=[O:29])=[O:21])[CH:16]=[CH:15][N:14]3[CH:34]=2)[CH:8]=[CH:9][CH:10]=1. The yield is 0.560. (6) The reactants are Cl.[Cl:2][CH2:3][CH2:4][NH:5][CH2:6][CH2:7][OH:8].CCN(CC)CC.Cl[C:17]1[C:34]([N+:35]([O-:37])=[O:36])=[CH:33][C:32]([N+:38]([O-:40])=[O:39])=[CH:31][C:18]=1[C:19]([NH:21][CH2:22][CH2:23][O:24][CH:25]1[CH2:30][CH2:29][CH2:28][CH2:27][O:26]1)=[O:20].O. The catalyst is O1CCOCC1. The product is [Cl:2][CH2:3][CH2:4][N:5]([CH2:6][CH2:7][OH:8])[C:31]1[C:32]([N+:38]([O-:40])=[O:39])=[CH:33][C:34]([N+:35]([O-:37])=[O:36])=[CH:17][C:18]=1[C:19]([NH:21][CH2:22][CH2:23][O:24][CH:25]1[CH2:30][CH2:29][CH2:28][CH2:27][O:26]1)=[O:20]. The yield is 0.370. (7) The reactants are [CH:1]([Mg]Cl)([CH3:3])[CH3:2].[F:6][C:7]1[CH:12]=[C:11]([C:13]([F:16])([F:15])[F:14])[CH:10]=[CH:9][C:8]=1[C:17]1[C:18]2[C:25](=[O:26])[CH2:24][CH2:23][C:19]=2[CH:20]=[N:21][CH:22]=1. The catalyst is C1COCC1. The product is [F:6][C:7]1[CH:12]=[C:11]([C:13]([F:16])([F:15])[F:14])[CH:10]=[CH:9][C:8]=1[C:17]1[C:18]2[C:25]([CH:1]([CH3:3])[CH3:2])([OH:26])[CH2:24][CH2:23][C:19]=2[CH:20]=[N:21][CH:22]=1. The yield is 0.220. (8) The reactants are CN1[CH:7]=[CH:6][C:5](=[O:8])N(C)C1=O.[C:11]([NH2:17])(=[O:16])[CH2:12][C:13]([NH2:15])=[O:14].[O-]CC.[Na+]. The catalyst is CCO. The product is [OH:14][C:13]1[N:15]=[C:5]([OH:8])[CH:6]=[CH:7][C:12]=1[C:11]([NH2:17])=[O:16]. The yield is 0.650.